Dataset: Catalyst prediction with 721,799 reactions and 888 catalyst types from USPTO. Task: Predict which catalyst facilitates the given reaction. (1) Reactant: ClC1C=CC(N([C@H]2C3C(=CC=CC=3)N([C:22]([C:24]3[CH:25]=[N:26]N(C(C)C)C=3)=[O:23])[C@@H](C)C2)C(=[O:11])C)=CC=1.C(N1C=[C:39]([C:41]([Cl:43])=[O:42])[CH:38]=N1)(C)C.Br[CH2:45][C:46]([O:48][CH2:49][CH3:50])=[O:47].[C:51](=O)([O-])[O-:52].[K+].[K+].[I-].[K+].C[N:60]([CH:62]=[O:63])C. Product: [Cl:43][C:41]([C:39]1[O:11][N:60]=[C:62]([O:63][CH2:45][C:46]([O:48][CH2:49][CH3:50])=[O:47])[CH:38]=1)=[O:42].[CH2:49]([O:48][C:46](=[O:47])[CH2:45][O:63][C:25]1[CH:24]=[C:22]([C:51]([O:42][CH3:41])=[O:52])[O:23][N:26]=1)[CH3:50]. The catalyst class is: 6. (2) Reactant: [C:1]1([C:7]2[CH2:12][O:11][CH2:10][CH2:9][C:8]=2[C:13](OCC)=[O:14])[CH:6]=[CH:5][CH:4]=[CH:3][CH:2]=1.[H-].[H-].[H-].[H-].[Li+].[Al+3]. Product: [C:1]1([C:7]2[CH2:12][O:11][CH2:10][CH2:9][C:8]=2[CH2:13][OH:14])[CH:2]=[CH:3][CH:4]=[CH:5][CH:6]=1. The catalyst class is: 1.